From a dataset of Forward reaction prediction with 1.9M reactions from USPTO patents (1976-2016). Predict the product of the given reaction. (1) Given the reactants Br[CH2:2][CH2:3][CH2:4][CH2:5][CH2:6][CH2:7][CH2:8][C:9]([NH:11][C:12]1[CH:13]=[C:14]([CH:39]=[CH:40][CH:41]=1)[C:15]([NH:17][CH2:18][C:19]1[C:20]([NH:32][CH:33]2[CH2:38][CH2:37][O:36][CH2:35][CH2:34]2)=[C:21]2[CH:29]=[N:28][N:27]([CH2:30][CH3:31])[C:22]2=[N:23][C:24]=1[CH2:25][CH3:26])=[O:16])=[O:10].[CH3:42][NH:43][CH2:44][CH2:45][OH:46].C(N(CC)C(C)C)(C)C, predict the reaction product. The product is: [CH2:30]([N:27]1[C:22]2=[N:23][C:24]([CH2:25][CH3:26])=[C:19]([CH2:18][NH:17][C:15](=[O:16])[C:14]3[CH:39]=[CH:40][CH:41]=[C:12]([NH:11][C:9](=[O:10])[CH2:8][CH2:7][CH2:6][CH2:5][CH2:4][CH2:3][CH2:2][N:43]([CH2:44][CH2:45][OH:46])[CH3:42])[CH:13]=3)[C:20]([NH:32][CH:33]3[CH2:38][CH2:37][O:36][CH2:35][CH2:34]3)=[C:21]2[CH:29]=[N:28]1)[CH3:31]. (2) Given the reactants [CH3:1][O:2][C:3](=[O:17])[C:4]1[CH:9]=[CH:8][C:7]([O:10][CH2:11][CH2:12][CH2:13][Cl:14])=[C:6]([O:15][CH3:16])[CH:5]=1.C(OC(=O)C)(=O)C.[N+:25]([O-])([OH:27])=[O:26], predict the reaction product. The product is: [CH3:1][O:2][C:3](=[O:17])[C:4]1[CH:5]=[C:6]([O:15][CH3:16])[C:7]([O:10][CH2:11][CH2:12][CH2:13][Cl:14])=[CH:8][C:9]=1[N+:25]([O-:27])=[O:26]. (3) Given the reactants [Cl:1][C:2]1[CH:7]=[CH:6][C:5]([C:8]2([C:13]3[CH:14]=[CH:15][C:16]4[C:17]([CH:26]=3)=[C:18]([C:21]3[S:22][CH:23]=[CH:24][CH:25]=3)[O:19][N:20]=4)OCC[O:9]2)=[CH:4][CH:3]=1.C1COCC1, predict the reaction product. The product is: [NH2:20][C:16]1[CH:15]=[CH:14][C:13]([C:8](=[O:9])[C:5]2[CH:4]=[CH:3][C:2]([Cl:1])=[CH:7][CH:6]=2)=[CH:26][C:17]=1[C:18]([C:21]1[S:22][CH:23]=[CH:24][CH:25]=1)=[O:19]. (4) Given the reactants [C:1]([O:5][C:6](=[O:40])[CH2:7][N:8]1[C@H:13]([C:14]2[CH:19]=[CH:18][C:17]([C:20]#[N:21])=[CH:16][CH:15]=2)[C:12]([C:22]([O:24]CC=C)=[O:23])=[C:11]([CH3:28])[N:10]([C:29]2[CH:34]=[CH:33][CH:32]=[C:31]([C:35]([F:38])([F:37])[F:36])[CH:30]=2)[C:9]1=[O:39])([CH3:4])([CH3:3])[CH3:2].N1CCOCC1, predict the reaction product. The product is: [C:1]([O:5][C:6](=[O:40])[CH2:7][N:8]1[C@H:13]([C:14]2[CH:15]=[CH:16][C:17]([C:20]#[N:21])=[CH:18][CH:19]=2)[C:12]([C:22]([OH:24])=[O:23])=[C:11]([CH3:28])[N:10]([C:29]2[CH:34]=[CH:33][CH:32]=[C:31]([C:35]([F:36])([F:37])[F:38])[CH:30]=2)[C:9]1=[O:39])([CH3:2])([CH3:3])[CH3:4]. (5) Given the reactants [CH3:1][N:2]1[C:10]2[C:5](=[N:6][CH:7]=[CH:8][CH:9]=2)[NH:4][C:3]1=[O:11].[C:12]([O:16][C:17](=[O:24])[NH:18][C@H:19]1[CH2:22][C@H:21](O)[CH2:20]1)([CH3:15])([CH3:14])[CH3:13].C1(P(C2C=CC=CC=2)C2C=CC=CC=2)C=CC=CC=1.N(C(OC(C)C)=O)=NC(OC(C)C)=O, predict the reaction product. The product is: [C:12]([O:16][C:17](=[O:24])[NH:18][C@H:19]1[CH2:20][C@H:21]([N:4]2[C:5]3=[N:6][CH:7]=[CH:8][CH:9]=[C:10]3[N:2]([CH3:1])[C:3]2=[O:11])[CH2:22]1)([CH3:15])([CH3:13])[CH3:14]. (6) The product is: [CH3:33][C:26]1[CH:25]=[C:24]([CH3:34])[C:23]([C:20]2[NH:21][C:3]3[CH2:4][O:5][CH:6]([CH3:8])[CH2:7][C:2]=3[N:22]=2)=[CH:32][C:27]=1[C:28]([O:30][CH3:31])=[O:29]. Given the reactants Br[CH:2]1[CH2:7][CH:6]([CH3:8])[O:5][CH2:4][C:3]1=O.BrC1COC(C)CC1=O.Cl.[C:20]([C:23]1[C:24]([CH3:34])=[CH:25][C:26]([CH3:33])=[C:27]([CH:32]=1)[C:28]([O:30][CH3:31])=[O:29])(=[NH:22])[NH2:21].C(=O)([O-])[O-].[K+].[K+], predict the reaction product. (7) Given the reactants [Br:1][C:2]1[CH:18]=[CH:17][C:5]([C:6]([C@H:8]2[CH2:13][CH2:12][CH2:11][CH2:10][C@H:9]2[C:14]([OH:16])=[O:15])=[O:7])=[CH:4][CH:3]=1.[CH3:19]OC(OC)(C)C.Cl, predict the reaction product. The product is: [Br:1][C:2]1[CH:3]=[CH:4][C:5]([C:6]([C@H:8]2[CH2:13][CH2:12][CH2:11][CH2:10][C@H:9]2[C:14]([O:16][CH3:19])=[O:15])=[O:7])=[CH:17][CH:18]=1. (8) Given the reactants [Cl:1][C:2]1[C:10]([C:11]([C:14]#[N:15])([CH3:13])[CH3:12])=[CH:9][CH:8]=[CH:7][C:3]=1[C:4]([OH:6])=O.C(Cl)(=O)C(Cl)=O.CN(C)C=O.[NH2:27][C:28]1[CH:29]=[C:30]([CH:48]=[CH:49][CH:50]=1)[O:31][C:32]1[CH:44]=[CH:43][C:35]2[N:36]=[C:37]([NH:39][C:40](=[O:42])[CH3:41])[S:38][C:34]=2[C:33]=1[N+:45]([O-:47])=[O:46], predict the reaction product. The product is: [C:40]([NH:39][C:37]1[S:38][C:34]2[C:33]([N+:45]([O-:47])=[O:46])=[C:32]([O:31][C:30]3[CH:29]=[C:28]([NH:27][C:4](=[O:6])[C:3]4[CH:7]=[CH:8][CH:9]=[C:10]([C:11]([C:14]#[N:15])([CH3:13])[CH3:12])[C:2]=4[Cl:1])[CH:50]=[CH:49][CH:48]=3)[CH:44]=[CH:43][C:35]=2[N:36]=1)(=[O:42])[CH3:41]. (9) Given the reactants O1CCCC1.CO.C([O:10][C:11]([CH:13]([CH3:35])[CH2:14][CH2:15][N:16]1[C:20]2[CH:21]=[CH:22][CH:23]=[C:24]([CH3:25])[C:19]=2[N:18]=[C:17]1[CH2:26][O:27][C:28]1[CH:33]=[CH:32][C:31]([Cl:34])=[CH:30][CH:29]=1)=[O:12])C.[OH-].[Li+], predict the reaction product. The product is: [C:11]([CH:13]([CH3:35])[CH2:14][CH2:15][N:16]1[C:20]2[CH:21]=[CH:22][CH:23]=[C:24]([CH3:25])[C:19]=2[N:18]=[C:17]1[CH2:26][O:27][C:28]1[CH:29]=[CH:30][C:31]([Cl:34])=[CH:32][CH:33]=1)([OH:12])=[O:10].